This data is from Catalyst prediction with 721,799 reactions and 888 catalyst types from USPTO. The task is: Predict which catalyst facilitates the given reaction. (1) Reactant: Cl[C:2]1[N:3]=[CH:4][C:5]2[N:11]([CH3:12])[C:10](=[O:13])[C:9]([F:15])([F:14])[CH2:8][N:7]([CH:16]3[CH2:21][CH2:20][CH2:19][CH2:18][CH2:17]3)[C:6]=2[N:22]=1.O.C1(C)C(S(O)(=O)=O)=CC=CC=1.[NH2:35][C:36]1[CH:51]=[CH:50][C:39]([C:40]([NH:42][CH:43]2[CH2:48][CH2:47][N:46]([CH3:49])[CH2:45][CH2:44]2)=[O:41])=[CH:38][CH:37]=1. Product: [CH:16]1([N:7]2[CH2:8][C:9]([F:15])([F:14])[C:10](=[O:13])[N:11]([CH3:12])[C:5]3[CH:4]=[N:3][C:2]([NH:35][C:36]4[CH:37]=[CH:38][C:39]([C:40]([NH:42][CH:43]5[CH2:48][CH2:47][N:46]([CH3:49])[CH2:45][CH2:44]5)=[O:41])=[CH:50][CH:51]=4)=[N:22][C:6]2=3)[CH2:21][CH2:20][CH2:19][CH2:18][CH2:17]1. The catalyst class is: 32. (2) Reactant: N[C:2]1[CH:3]=[C:4]([CH:7]=[CH:8][C:9]=1[F:10])[CH2:5][OH:6].S(=O)(=O)(O)O.N([O-])=O.[Na+].[I-:20].[K+]. Product: [F:10][C:9]1[CH:8]=[CH:7][C:4]([CH2:5][OH:6])=[CH:3][C:2]=1[I:20]. The catalyst class is: 6. (3) Reactant: [Fe:1].[NH:2]([S:10]([C:13]([F:16])([F:15])[F:14])(=[O:12])=[O:11])[S:3]([C:6]([F:9])([F:8])[F:7])(=[O:5])=[O:4]. Product: [NH:2]([S:3]([C:6]([F:9])([F:7])[F:8])(=[O:5])=[O:4])[S:10]([C:13]([F:16])([F:15])[F:14])(=[O:12])=[O:11].[NH:2]([S:3]([C:6]([F:9])([F:7])[F:8])(=[O:5])=[O:4])[S:10]([C:13]([F:16])([F:15])[F:14])(=[O:12])=[O:11].[Fe+2:1]. The catalyst class is: 6. (4) Reactant: CS(O[CH2:6][CH2:7][CH2:8][C:9]#[CH:10])(=O)=O.[N:11]1[CH:16]=[CH:15][CH:14]=[CH:13][C:12]=1[N:17]1[CH2:22][CH2:21][NH:20][CH2:19][CH2:18]1.C(N(C(C)C)CC)(C)C. Product: [CH2:6]([N:20]1[CH2:21][CH2:22][N:17]([C:12]2[CH:13]=[CH:14][CH:15]=[CH:16][N:11]=2)[CH2:18][CH2:19]1)[CH2:7][CH2:8][C:9]#[CH:10]. The catalyst class is: 1. (5) Product: [CH3:1][O:2][C:3](=[O:12])[C:4]1[C:9]([CH2:10][Br:13])=[CH:8][CH:7]=[CH:6][C:5]=1[Br:11]. Reactant: [CH3:1][O:2][C:3](=[O:12])[C:4]1[C:9]([CH3:10])=[CH:8][CH:7]=[CH:6][C:5]=1[Br:11].[Br:13]N1C(=O)CCC1=O.C(OOC(=O)C1C=CC=CC=1)(=O)C1C=CC=CC=1. The catalyst class is: 53. (6) The catalyst class is: 27. Reactant: [NH2:1][C:2]1[CH:11]=[CH:10][C:5]2[NH:6][C:7](=[O:9])[O:8][C:4]=2[CH:3]=1.Cl[CH2:13][C:14]([N:16]1[CH2:21][CH2:20][CH:19]([CH2:22][C:23]2[CH:28]=[CH:27][CH:26]=[CH:25][CH:24]=2)[CH2:18][CH2:17]1)=[O:15]. Product: [CH2:22]([CH:19]1[CH2:18][CH2:17][N:16]([C:14](=[O:15])[CH2:13][NH:1][C:2]2[CH:11]=[CH:10][C:5]3[NH:6][C:7](=[O:9])[O:8][C:4]=3[CH:3]=2)[CH2:21][CH2:20]1)[C:23]1[CH:28]=[CH:27][CH:26]=[CH:25][CH:24]=1.